The task is: Predict the reaction yield, written as a fraction of the theoretical maximum amount of product (1.0 means a 100% yield; for example, 0.34 means a 34% yield).. This data is from Reaction yield outcomes from USPTO patents with 853,638 reactions. (1) The reactants are [CH3:1][O:2][C:3]1[CH:8]=[CH:7][C:6]([CH2:9][NH2:10])=[CH:5][CH:4]=1.[CH3:11][S:12](Cl)(=[O:14])=[O:13]. The catalyst is C(Cl)Cl. The product is [CH3:1][O:2][C:3]1[CH:8]=[CH:7][C:6]([CH2:9][NH:10][S:12]([CH3:11])(=[O:14])=[O:13])=[CH:5][CH:4]=1. The yield is 0.890. (2) The reactants are [C:1](Cl)(=[O:10])[C:2]1[CH:7]=[CH:6][C:5]([O:8][CH3:9])=[CH:4][CH:3]=1.C(Cl)Cl.[NH2:15][C:16]1[CH:21]=[CH:20][CH:19]=[CH:18][CH:17]=1.C(N(C(C)C)CC)(C)C. The catalyst is C(OCC)(=O)C. The product is [CH3:9][O:8][C:5]1[CH:6]=[CH:7][C:2]([C:1]([NH:15][C:16]2[CH:21]=[CH:20][CH:19]=[CH:18][CH:17]=2)=[O:10])=[CH:3][CH:4]=1. The yield is 0.254. (3) The reactants are Br[CH:2]([CH3:12])[C:3]([C:5]1[CH:10]=[CH:9][CH:8]=[C:7]([Br:11])[CH:6]=1)=[O:4].[C:13]([O-:16])(=[O:15])[CH3:14].[Na+]. The catalyst is CN(C)C=O. The product is [Br:11][C:7]1[CH:6]=[C:5]([C:3](=[O:4])[CH:2]([O:16][C:13](=[O:15])[CH3:14])[CH3:12])[CH:10]=[CH:9][CH:8]=1. The yield is 0.900. (4) The reactants are S(=O)(=O)(O)O.[CH2:6]([O:13][C:14]([N:16]1[CH2:21][CH2:20][CH:19]([CH:22]([C:28]([OH:30])=[O:29])[CH2:23][S:24][C:25](=[O:27])[CH3:26])[CH2:18][CH2:17]1)=[O:15])[C:7]1[CH:12]=[CH:11][CH:10]=[CH:9][CH:8]=1.[CH3:31][C:32](=[CH2:34])[CH3:33]. The catalyst is ClCCl. The product is [CH2:6]([O:13][C:14]([N:16]1[CH2:21][CH2:20][CH:19]([CH:22]([C:28]([O:30][C:32]([CH3:34])([CH3:33])[CH3:31])=[O:29])[CH2:23][S:24][C:25](=[O:27])[CH3:26])[CH2:18][CH2:17]1)=[O:15])[C:7]1[CH:8]=[CH:9][CH:10]=[CH:11][CH:12]=1. The yield is 0.600. (5) The reactants are [OH:1][C:2]([CH3:21])([CH3:20])[CH2:3][N:4]1[C:8]([CH3:9])=[C:7]([C:10]([OH:12])=O)[C:6](=[O:13])[N:5]1[C:14]1[CH:19]=[CH:18][CH:17]=[CH:16][CH:15]=1.CN(C=O)C.[NH2:27][C:28]1[CH:48]=[CH:47][C:31]([O:32][C:33]2[N:38]=[CH:37][N:36]=[C:35]([NH:39][C:40]([N:42]3[CH2:46][CH2:45][CH2:44][CH2:43]3)=[O:41])[CH:34]=2)=[C:30]([F:49])[CH:29]=1.CN(C(ON1N=NC2C=CC=NC1=2)=[N+](C)C)C.F[P-](F)(F)(F)(F)F. The catalyst is ClCCl.O.ClCCl.CO. The product is [F:49][C:30]1[CH:29]=[C:28]([NH:27][C:10]([C:7]2[C:6](=[O:13])[N:5]([C:14]3[CH:15]=[CH:16][CH:17]=[CH:18][CH:19]=3)[N:4]([CH2:3][C:2]([OH:1])([CH3:20])[CH3:21])[C:8]=2[CH3:9])=[O:12])[CH:48]=[CH:47][C:31]=1[O:32][C:33]1[CH:34]=[C:35]([NH:39][C:40]([N:42]2[CH2:43][CH2:44][CH2:45][CH2:46]2)=[O:41])[N:36]=[CH:37][N:38]=1. The yield is 0.700. (6) The reactants are O[C:2]1[CH:7]=[CH:6][CH:5]=C[C:3]=1[C:8](=[O:11])[CH2:9][CH3:10].[CH:12]1[C:21]2[C:16](=[CH:17][CH:18]=[CH:19][CH:20]=2)[CH:15]=[C:14]([C:22]([O:24][CH3:25])=O)[N:13]=1. No catalyst specified. The product is [CH:12]1[C:21]2[C:16](=[CH:17][CH:18]=[CH:19][CH:20]=2)[CH:15]=[C:14]([C:22]2[O:24][C:25]3[C:3]([C:8](=[O:11])[C:9]=2[CH3:10])=[CH:2][CH:7]=[CH:6][CH:5]=3)[N:13]=1. The yield is 0.760. (7) The yield is 0.640. The catalyst is O1CCOCC1.O.[Cu]Br. The reactants are [F:1][C:2]1[CH:7]=[CH:6][C:5](N)=[CH:4][C:3]=1[C:9]1[CH:10]=[N:11][CH:12]=[CH:13][CH:14]=1.N([O-])=O.[Na+].[BrH:19]. The product is [Br:19][C:5]1[CH:6]=[CH:7][C:2]([F:1])=[C:3]([C:9]2[CH:10]=[N:11][CH:12]=[CH:13][CH:14]=2)[CH:4]=1.